This data is from Catalyst prediction with 721,799 reactions and 888 catalyst types from USPTO. The task is: Predict which catalyst facilitates the given reaction. Reactant: [CH3:1][O:2][C:3]([C:5]1[CH:14]=[C:13]([OH:15])[C:12]2[C:7](=[C:8]([O:18]CC3C=CC=CC=3)[CH:9]=[CH:10][C:11]=2[CH2:16][OH:17])[N:6]=1)=[O:4].C(OCC)(=O)C.CO. Product: [CH3:1][O:2][C:3]([C:5]1[CH:14]=[C:13]([OH:15])[C:12]2[C:7](=[C:8]([OH:18])[CH:9]=[CH:10][C:11]=2[CH2:16][OH:17])[N:6]=1)=[O:4]. The catalyst class is: 285.